This data is from Experimentally validated miRNA-target interactions with 360,000+ pairs, plus equal number of negative samples. The task is: Binary Classification. Given a miRNA mature sequence and a target amino acid sequence, predict their likelihood of interaction. (1) The protein sequence of the target gene is MSASAGGSHQPSQSRAIPTRTVAISDAAQLPQDYCTTPGGTLFSTTPGGTRIIYDRKFLLDRRNSPMAQTPPCHLPNIPGVTSPGALIEDSKVEVNNLNNLNNHDRKHAVGDEAQFEMDI. Result: 0 (no interaction). The miRNA is hsa-miR-5007-3p with sequence AUCAUAUGAACCAAACUCUAAU. (2) The miRNA is cel-miR-4933 with sequence UGGCAGUGACCUAUUCUGGCCA. The protein sequence of the target gene is MSTRKRRGGAINSRQAQKRTREATSTPEISLEAEPIELVETAGDEIVDLTCESLEPVVVDLTHNDSVVIVDERRRPRRNARRLPQDHADSCVVSSDDEELSRDRDVYVTTHTPRNARDEGATGLRPSGTVSCPICMDGYSEIVQNGRLIVSTECGHVFCSQCLRDSLKNANTCPTCRKKINHKRYHPIYI. Result: 0 (no interaction). (3) The protein sequence of the target gene is MPRSPGTRLKPAKYIPVATAAALLVGSSTLFFVFTCPWLTRAVSPAVPVYNGIIFLFVLANFSMATFMDPGVFPRADEDEDKEDDFRAPLYKNVDVRGIQVRMKWCATCHFYRPPRCSHCSVCDNCVEDFDHHCPWVNNCIGRRNYRYFFLFLLSLSAHMVGVVAFGLVYVLNHAEGLGAAHTTITMAVMCVAGLFFIPVIGLTGFHVVLVTRGRTTNEQVTGKFRGGVNPFTRGCCGNVEHVLCSPLAPRYVVEPPRLPLAVSLKPPFLRPELLDRAAPLKVKLSDNGLKAGLGRSKSK.... The miRNA is mmu-miR-3473c with sequence UCUCUCCAGCCCCCAUAAUAAG. Result: 0 (no interaction). (4) The miRNA is hsa-miR-6761-5p with sequence UCUGAGAGAGCUCGAUGGCAG. The protein sequence of the target gene is MQLYSSVCTHYPAGAPGPTAAAPAPPAAATPFKVSLQPPGAAGAAPEPETGECQPAAAAEHREAAAVPAAKMPAFSSCFEVVSGAAAPASAAAGPPGASCKPPLPPHYTSTAQITVRALGADRLLLHGPDPVPGAAGSAAAPRGRCLLLAPAPAAPVPPRRGSSAWLLEELLRPDCPEPAGLDATREGPDRNFRLSEHRQALAAAKHRGPAATPGSPDPGPGPWGEEHLAERGPRGWERGGDRCDAPGGDAARRPDPEAEAPPAGSIEAAPSSAAEPVIVSRSDPRDEKLALYLAEVEKQ.... Result: 1 (interaction).